Dataset: Forward reaction prediction with 1.9M reactions from USPTO patents (1976-2016). Task: Predict the product of the given reaction. Given the reactants Br[CH2:2][CH2:3][O:4][C:5]1[CH:10]=[CH:9][C:8]([NH:11]C(=O)C)=[CH:7][C:6]=1[C:15]1[N:16]([CH3:20])[N:17]=[CH:18][CH:19]=1.[ClH:21], predict the reaction product. The product is: [Cl:21][CH2:2][CH2:3][O:4][C:5]1[CH:10]=[CH:9][C:8]([NH2:11])=[CH:7][C:6]=1[C:15]1[N:16]([CH3:20])[N:17]=[CH:18][CH:19]=1.